This data is from Reaction yield outcomes from USPTO patents with 853,638 reactions. The task is: Predict the reaction yield, written as a fraction of the theoretical maximum amount of product (1.0 means a 100% yield; for example, 0.34 means a 34% yield). The reactants are [Br:1][C:2]1[N:3]=[C:4]2[C:10]([C:11]([OH:13])=O)=[CH:9][N:8]([CH2:14][O:15][CH2:16][CH2:17][Si:18]([CH3:21])([CH3:20])[CH3:19])[C:5]2=[N:6][CH:7]=1.[N:22]1[CH:27]=[CH:26][CH:25]=[CH:24][C:23]=1[CH2:28][CH:29]([NH2:31])[CH3:30].CCN(C(C)C)C(C)C.CN(C(ON1N=NC2C=CC=NC1=2)=[N+](C)C)C.F[P-](F)(F)(F)(F)F. The catalyst is [Cl-].[Na+].O.CN(C=O)C. The product is [CH3:30][CH:29]([NH:31][C:11]([C:10]1[C:4]2[C:5](=[N:6][CH:7]=[C:2]([Br:1])[N:3]=2)[N:8]([CH2:14][O:15][CH2:16][CH2:17][Si:18]([CH3:21])([CH3:20])[CH3:19])[CH:9]=1)=[O:13])[CH2:28][C:23]1[CH:24]=[CH:25][CH:26]=[CH:27][N:22]=1. The yield is 0.860.